Dataset: Full USPTO retrosynthesis dataset with 1.9M reactions from patents (1976-2016). Task: Predict the reactants needed to synthesize the given product. (1) Given the product [F:24][CH:2]([F:1])[C:3]1[N:8]2[CH:9]=[N:10][C:11]([C:12]#[C:13][C:26]3[C:27]([F:37])=[CH:28][C:29]([F:36])=[C:30]([S:32]([NH2:35])(=[O:33])=[O:34])[CH:31]=3)=[C:7]2[N:6]=[C:5]([C:14]2[CH:19]=[CH:18][C:17]([C:20]([F:23])([F:22])[F:21])=[CH:16][CH:15]=2)[CH:4]=1, predict the reactants needed to synthesize it. The reactants are: [F:1][CH:2]([F:24])[C:3]1[N:8]2[CH:9]=[N:10][C:11]([C:12]#[CH:13])=[C:7]2[N:6]=[C:5]([C:14]2[CH:19]=[CH:18][C:17]([C:20]([F:23])([F:22])[F:21])=[CH:16][CH:15]=2)[CH:4]=1.Br[C:26]1[C:27]([F:37])=[CH:28][C:29]([F:36])=[C:30]([S:32]([NH2:35])(=[O:34])=[O:33])[CH:31]=1. (2) Given the product [I:10][C:11]1[CH:12]=[CH:13][C:14]([CH3:18])=[C:15]([O:17][CH2:20][O:21][CH3:22])[CH:16]=1, predict the reactants needed to synthesize it. The reactants are: C(N(CC)C(C)C)(C)C.[I:10][C:11]1[CH:12]=[CH:13][C:14]([CH3:18])=[C:15]([OH:17])[CH:16]=1.Cl[CH2:20][O:21][CH3:22]. (3) Given the product [CH3:33][C:28]1[CH:29]=[CH:30][CH:31]=[CH:32][C:27]=1[C:23]1[CH:24]=[CH:25][CH:26]=[C:21]([C:19]([N:10]2[C:11]3[CH:18]=[CH:17][CH:16]=[CH:15][C:12]=3[CH2:13][N:14]3[C:5]([C:3]([NH:40][CH2:41][C:42]4[CH:43]=[N:44][CH:45]=[CH:46][CH:47]=4)=[O:4])=[CH:6][CH:7]=[C:8]3[CH2:9]2)=[O:20])[CH:22]=1, predict the reactants needed to synthesize it. The reactants are: ClC(Cl)(Cl)[C:3]([C:5]1[N:14]2[C:8]([CH2:9][N:10]([C:19]([C:21]3[CH:22]=[C:23]([C:27]4[CH:32]=[CH:31][CH:30]=[CH:29][C:28]=4[CH3:33])[CH:24]=[CH:25][CH:26]=3)=[O:20])[C:11]3[CH:18]=[CH:17][CH:16]=[CH:15][C:12]=3[CH2:13]2)=[CH:7][CH:6]=1)=[O:4].CS(C)=O.[NH2:40][CH2:41][C:42]1[CH:43]=[N:44][CH:45]=[CH:46][CH:47]=1. (4) The reactants are: N[C:2]1[C:10]2[C:5](=[N:6][C:7]([N:14]3[CH2:19][CH2:18][CH:17]([OH:20])[CH2:16][CH2:15]3)=[CH:8][C:9]=2[CH2:11][CH2:12][CH3:13])[S:4][C:3]=1[C:21]#[N:22].C(=O)(O)O.[NH2:27][C:28]([NH2:30])=[NH:29]. Given the product [NH2:29][C:28]1[N:30]=[C:21]([NH2:22])[C:3]2[S:4][C:5]3[N:6]=[C:7]([N:14]4[CH2:19][CH2:18][CH:17]([OH:20])[CH2:16][CH2:15]4)[CH:8]=[C:9]([CH2:11][CH2:12][CH3:13])[C:10]=3[C:2]=2[N:27]=1, predict the reactants needed to synthesize it. (5) Given the product [C:12]1([C:2]2[C:11]3[C:6](=[CH:7][CH:8]=[CH:9][CH:10]=3)[CH:5]=[CH:4][N:3]=2)[CH:17]=[CH:16][CH:15]=[CH:14][CH:13]=1, predict the reactants needed to synthesize it. The reactants are: Cl[C:2]1[C:11]2[C:6](=[CH:7][CH:8]=[CH:9][CH:10]=2)[CH:5]=[CH:4][N:3]=1.[C:12]1(B(O)O)[CH:17]=[CH:16][CH:15]=[CH:14][CH:13]=1.C(=O)([O-])[O-].[K+].[K+]. (6) Given the product [CH:4]1([N:15]2[CH2:14][CH2:13][N:12]([C:18]3[CH:23]=[C:22]([CH2:24][N:25]4[CH:30]=[C:29]([C:31]5[O:35][N:34]=[C:33]([C:36]6[CH:41]=[CH:40][C:39]([S:42][C:43]([F:45])([F:46])[F:44])=[CH:38][CH:37]=6)[N:32]=5)[CH:28]=[CH:27][C:26]4=[O:47])[CH:21]=[CH:20][N:19]=3)[CH2:17][CH2:16]2)[CH2:6][CH2:5]1, predict the reactants needed to synthesize it. The reactants are: C(O[C:4]1(O[Si](C)(C)C)[CH2:6][CH2:5]1)C.[N:12]1([C:18]2[CH:23]=[C:22]([CH2:24][N:25]3[CH:30]=[C:29]([C:31]4[O:35][N:34]=[C:33]([C:36]5[CH:41]=[CH:40][C:39]([S:42][C:43]([F:46])([F:45])[F:44])=[CH:38][CH:37]=5)[N:32]=4)[CH:28]=[CH:27][C:26]3=[O:47])[CH:21]=[CH:20][N:19]=2)[CH2:17][CH2:16][NH:15][CH2:14][CH2:13]1.C(O)(=O)C.C([BH3-])#N.[Na+]. (7) The reactants are: [I:1][C:2]1[CH:8]=[CH:7][C:5]([NH2:6])=[CH:4][CH:3]=1.[F:9][C:10]1[CH:17]=[CH:16][CH:15]=[CH:14][C:11]=1[CH:12]=O.C(O[BH-](OC(=O)C)OC(=O)C)(=O)C.O. Given the product [F:9][C:10]1[CH:17]=[CH:16][CH:15]=[CH:14][C:11]=1[CH2:12][NH:6][C:5]1[CH:7]=[CH:8][C:2]([I:1])=[CH:3][CH:4]=1, predict the reactants needed to synthesize it.